Dataset: Catalyst prediction with 721,799 reactions and 888 catalyst types from USPTO. Task: Predict which catalyst facilitates the given reaction. (1) Reactant: Cl.[Br:2][C:3]1[CH:4]=[C:5]([CH2:10][CH2:11][C:12](=[NH:14])[NH2:13])[CH:6]=[CH:7][C:8]=1[F:9].C(=O)([O-])[O-].[K+].[K+].[CH:21]([CH:23]([CH2:29][C:30]1[CH:31]=[N:32][CH:33]=[N:34][CH:35]=1)[C:24](OCC)=O)=[O:22]. Product: [Br:2][C:3]1[CH:4]=[C:5]([CH:6]=[CH:7][C:8]=1[F:9])[CH2:10][CH2:11][C:12]1[NH:13][CH:24]=[C:23]([CH2:29][C:30]2[CH:35]=[N:34][CH:33]=[N:32][CH:31]=2)[C:21](=[O:22])[N:14]=1. The catalyst class is: 93. (2) Reactant: [C:1]1([C:23]2[CH:28]=[CH:27][CH:26]=[CH:25][CH:24]=2)[CH:6]=[CH:5][C:4]([CH2:7][C@@H:8]([NH:15]C(OC(C)(C)C)=O)/[CH:9]=[C:10](/[CH3:14])\[C:11]([OH:13])=[O:12])=[CH:3][CH:2]=1.S(Cl)([Cl:31])=O. Product: [ClH:31].[NH2:15][C@H:8]([CH2:7][C:4]1[CH:3]=[CH:2][C:1]([C:23]2[CH:24]=[CH:25][CH:26]=[CH:27][CH:28]=2)=[CH:6][CH:5]=1)/[CH:9]=[C:10](/[CH3:14])\[C:11]([OH:13])=[O:12]. The catalyst class is: 8. (3) Reactant: [NH2:1][C:2]1[C:7]([O:8][CH2:9][C:10]2([C:13]3[CH:18]=[CH:17][CH:16]=[CH:15][CH:14]=3)[CH2:12][CH2:11]2)=[CH:6][CH:5]=[CH:4][N:3]=1.Cl[CH:20]([C:26]([CH3:28])=O)[C:21]([O:23][CH2:24][CH3:25])=[O:22]. Product: [CH3:28][C:26]1[N:1]=[C:2]2[C:7]([O:8][CH2:9][C:10]3([C:13]4[CH:14]=[CH:15][CH:16]=[CH:17][CH:18]=4)[CH2:12][CH2:11]3)=[CH:6][CH:5]=[CH:4][N:3]2[C:20]=1[C:21]([O:23][CH2:24][CH3:25])=[O:22]. The catalyst class is: 125. (4) Reactant: [CH2:1]1[C:10]2[C:5](=[CH:6][CH:7]=[CH:8][CH:9]=2)[CH2:4][C@@H:3]([C:11]([OH:13])=[O:12])[NH:2]1.C(N(CC)CC)C.[C:21]([O:25][C:26](ON=C(C1C=CC=CC=1)C#N)=[O:27])([CH3:24])([CH3:23])[CH3:22]. Product: [C:21]([O:25][C:26]([N:2]1[C@H:3]([C:11]([OH:13])=[O:12])[CH2:4][C:5]2[C:10](=[CH:9][CH:8]=[CH:7][CH:6]=2)[CH2:1]1)=[O:27])([CH3:24])([CH3:23])[CH3:22]. The catalyst class is: 12.